This data is from Peptide-MHC class II binding affinity with 134,281 pairs from IEDB. The task is: Regression. Given a peptide amino acid sequence and an MHC pseudo amino acid sequence, predict their binding affinity value. This is MHC class II binding data. (1) The peptide sequence is CDGSILGAAVNGKKS. The MHC is DRB1_1101 with pseudo-sequence DRB1_1101. The binding affinity (normalized) is 0.271. (2) The peptide sequence is GNQEGSLKTALTGAM. The MHC is DRB3_0202 with pseudo-sequence DRB3_0202. The binding affinity (normalized) is 0.